From a dataset of Full USPTO retrosynthesis dataset with 1.9M reactions from patents (1976-2016). Predict the reactants needed to synthesize the given product. Given the product [CH2:7]([S:10]([N:13]1[CH2:18][CH2:17][C:16]([CH2:25][NH2:26])([N:19]2[CH2:24][CH2:23][CH2:22][CH2:21][CH2:20]2)[CH2:15][CH2:14]1)(=[O:11])=[O:12])[CH2:8][CH3:9], predict the reactants needed to synthesize it. The reactants are: [H-].[Al+3].[Li+].[H-].[H-].[H-].[CH2:7]([S:10]([N:13]1[CH2:18][CH2:17][C:16]([C:25]#[N:26])([N:19]2[CH2:24][CH2:23][CH2:22][CH2:21][CH2:20]2)[CH2:15][CH2:14]1)(=[O:12])=[O:11])[CH2:8][CH3:9].O.[OH-].[Na+].